Dataset: NCI-60 drug combinations with 297,098 pairs across 59 cell lines. Task: Regression. Given two drug SMILES strings and cell line genomic features, predict the synergy score measuring deviation from expected non-interaction effect. Drug 1: C(CC(=O)O)C(=O)CN.Cl. Drug 2: CCC1(C2=C(COC1=O)C(=O)N3CC4=CC5=C(C=CC(=C5CN(C)C)O)N=C4C3=C2)O.Cl. Cell line: DU-145. Synergy scores: CSS=18.7, Synergy_ZIP=-1.91, Synergy_Bliss=-3.24, Synergy_Loewe=-44.5, Synergy_HSA=-4.52.